Regression. Given a peptide amino acid sequence and an MHC pseudo amino acid sequence, predict their binding affinity value. This is MHC class I binding data. From a dataset of Peptide-MHC class I binding affinity with 185,985 pairs from IEDB/IMGT. (1) The peptide sequence is MRHNSREPY. The MHC is HLA-B51:01 with pseudo-sequence HLA-B51:01. The binding affinity (normalized) is 0.0847. (2) The peptide sequence is CIFAFIDFSK. The MHC is HLA-A33:01 with pseudo-sequence HLA-A33:01. The binding affinity (normalized) is 0.615. (3) The peptide sequence is GPDIYKGVY. The MHC is HLA-A29:02 with pseudo-sequence HLA-A29:02. The binding affinity (normalized) is 0.278. (4) The peptide sequence is FLPSKYFPSV. The MHC is HLA-A68:02 with pseudo-sequence HLA-A68:02. The binding affinity (normalized) is 0.635.